This data is from Full USPTO retrosynthesis dataset with 1.9M reactions from patents (1976-2016). The task is: Predict the reactants needed to synthesize the given product. (1) The reactants are: [C:1]([C@H:5]1[CH2:10][CH2:9][C@H:8]([NH:11][C:12]([C:14]2[N:18]([CH2:19][C:20]3[CH:28]=[CH:27][C:23]([C:24]([OH:26])=O)=[CH:22][CH:21]=3)[N:17]=[C:16]([C:29]3[CH:34]=[C:33]([F:35])[C:32]([F:36])=[C:31]([F:37])[CH:30]=3)[CH:15]=2)=[O:13])[CH2:7][CH2:6]1)([CH3:4])([CH3:3])[CH3:2].C1C=NC2N(O)N=NC=2C=1.CCN(C(C)C)C(C)C.[NH2:57][C:58]1[NH:62][N:61]=[N:60][N:59]=1.C(Cl)CCl. Given the product [C:1]([C@H:5]1[CH2:6][CH2:7][C@H:8]([NH:11][C:12]([C:14]2[N:18]([CH2:19][C:20]3[CH:28]=[CH:27][C:23]([C:24]([NH:57][C:58]4[NH:62][N:61]=[N:60][N:59]=4)=[O:26])=[CH:22][CH:21]=3)[N:17]=[C:16]([C:29]3[CH:34]=[C:33]([F:35])[C:32]([F:36])=[C:31]([F:37])[CH:30]=3)[CH:15]=2)=[O:13])[CH2:9][CH2:10]1)([CH3:3])([CH3:2])[CH3:4], predict the reactants needed to synthesize it. (2) Given the product [NH3:1].[CH2:23]([S:25]([NH:1][C:2]1[CH:3]=[C:4]([C:8]2([CH2:20][CH2:21][CH3:22])[CH2:13][CH2:12][N:11]([CH2:14][CH2:15][CH2:16][CH2:17][CH2:18][CH3:19])[CH2:10][CH2:9]2)[CH:5]=[CH:6][CH:7]=1)(=[O:27])=[O:26])[CH3:24], predict the reactants needed to synthesize it. The reactants are: [NH2:1][C:2]1[CH:3]=[C:4]([C:8]2([CH2:20][CH2:21][CH3:22])[CH2:13][CH2:12][N:11]([CH2:14][CH2:15][CH2:16][CH2:17][CH2:18][CH3:19])[CH2:10][CH2:9]2)[CH:5]=[CH:6][CH:7]=1.[CH2:23]([S:25](Cl)(=[O:27])=[O:26])[CH3:24].ClCCl.